Dataset: Catalyst prediction with 721,799 reactions and 888 catalyst types from USPTO. Task: Predict which catalyst facilitates the given reaction. Reactant: [OH:1][B:2]1[C:6]2[CH:7]=[C:8]([CH2:11]CS([O-])(=O)=O)[CH:9]=[CH:10][C:5]=2[CH2:4][O:3]1.[Na+].[I-].[N-:19]=[N+:20]=[N-:21].[Na+]. Product: [N:19]([CH2:11][C:8]1[CH:9]=[CH:10][C:5]2[CH2:4][O:3][B:2]([OH:1])[C:6]=2[CH:7]=1)=[N+:20]=[N-:21]. The catalyst class is: 31.